From a dataset of Reaction yield outcomes from USPTO patents with 853,638 reactions. Predict the reaction yield, written as a fraction of the theoretical maximum amount of product (1.0 means a 100% yield; for example, 0.34 means a 34% yield). (1) The reactants are [CH:1]1[C:6]([N+:7]([O-:9])=[O:8])=[CH:5][CH:4]=[C:3]([OH:10])[CH:2]=1.C(=O)([O-])[O-].[K+].[K+].[C:17]1([CH3:27])[CH:22]=[CH:21][C:20]([S:23](Cl)(=[O:25])=[O:24])=[CH:19][CH:18]=1.Cl. The catalyst is CC(C)=O. The product is [CH3:27][C:17]1[CH:22]=[CH:21][C:20]([S:23]([O:10][C:3]2[CH:4]=[CH:5][C:6]([N+:7]([O-:9])=[O:8])=[CH:1][CH:2]=2)(=[O:25])=[O:24])=[CH:19][CH:18]=1. The yield is 1.00. (2) The reactants are [CH3:1][N:2]1[CH2:7][CH2:6][N:5]([C:8]2[N:13]3[C:14]([CH:30]=[O:31])=[C:15]([CH2:17][N:18]([CH3:29])[C@@H:19]4[C:28]5[N:27]=[CH:26][CH:25]=[CH:24][C:23]=5[CH2:22][CH2:21][CH2:20]4)[N:16]=[C:12]3[CH:11]=[CH:10][CH:9]=2)[CH2:4][CH2:3]1.C[Si](C)(C)[C:34]([F:37])([F:36])[F:35].[F-].C([N+](CCCC)(CCCC)CCCC)CCC. The catalyst is O1CCCC1.[F-].C([N+](CCCC)(CCCC)CCCC)CCC. The product is [F:35][C:34]([F:37])([F:36])[CH:30]([C:14]1[N:13]2[C:8]([N:5]3[CH2:6][CH2:7][N:2]([CH3:1])[CH2:3][CH2:4]3)=[CH:9][CH:10]=[CH:11][C:12]2=[N:16][C:15]=1[CH2:17][N:18]([CH3:29])[CH:19]1[C:28]2[N:27]=[CH:26][CH:25]=[CH:24][C:23]=2[CH2:22][CH2:21][CH2:20]1)[OH:31]. The yield is 0.260. (3) The reactants are Br[C:2]1[CH:3]=[C:4]([NH:8][C:9](=[O:19])[O:10][CH:11]2[CH:16]3[CH2:17][CH2:18][N:13]([CH2:14][CH2:15]3)[CH2:12]2)[CH:5]=[CH:6][CH:7]=1.[CH2:20]([C:22]1[CH:23]=[C:24](B(O)O)[CH:25]=[CH:26][CH:27]=1)[CH3:21]. No catalyst specified. The product is [CH2:20]([C:22]1[CH:27]=[C:26]([C:2]2[CH:7]=[CH:6][CH:5]=[C:4]([NH:8][C:9](=[O:19])[O:10][CH:11]3[CH:16]4[CH2:17][CH2:18][N:13]([CH2:14][CH2:15]4)[CH2:12]3)[CH:3]=2)[CH:25]=[CH:24][CH:23]=1)[CH3:21]. The yield is 0.560.